This data is from Reaction yield outcomes from USPTO patents with 853,638 reactions. The task is: Predict the reaction yield, written as a fraction of the theoretical maximum amount of product (1.0 means a 100% yield; for example, 0.34 means a 34% yield). The reactants are [CH:1]1([NH:7][C:8]([C:10]2[C:11]([SH:16])=[N:12][CH:13]=[CH:14][CH:15]=2)=[O:9])[CH2:6][CH2:5][CH2:4][CH2:3][CH2:2]1.[CH3:17][S:18]([O:21][C:22]1[CH:27]=[CH:26][CH:25]=[CH:24][C:23]=1[CH2:28][CH2:29]OS(C)(=O)=O)(=[O:20])=[O:19].C(=O)([O-])[O-].[K+].[K+]. The catalyst is CCO. The product is [CH:1]1([NH:7][C:8]([C:10]2[C:11]([S:16][CH2:29][CH2:28][C:23]3[CH:24]=[CH:25][CH:26]=[CH:27][C:22]=3[O:21][S:18]([CH3:17])(=[O:19])=[O:20])=[N:12][CH:13]=[CH:14][CH:15]=2)=[O:9])[CH2:2][CH2:3][CH2:4][CH2:5][CH2:6]1. The yield is 0.520.